From a dataset of NCI-60 drug combinations with 297,098 pairs across 59 cell lines. Regression. Given two drug SMILES strings and cell line genomic features, predict the synergy score measuring deviation from expected non-interaction effect. (1) Drug 1: CN(CC1=CN=C2C(=N1)C(=NC(=N2)N)N)C3=CC=C(C=C3)C(=O)NC(CCC(=O)O)C(=O)O. Drug 2: C1=NNC2=C1C(=O)NC=N2. Cell line: NCI/ADR-RES. Synergy scores: CSS=16.3, Synergy_ZIP=-5.88, Synergy_Bliss=4.69, Synergy_Loewe=2.67, Synergy_HSA=2.99. (2) Drug 1: C1CCC(C1)C(CC#N)N2C=C(C=N2)C3=C4C=CNC4=NC=N3. Drug 2: CCCCCOC(=O)NC1=NC(=O)N(C=C1F)C2C(C(C(O2)C)O)O. Cell line: SK-MEL-28. Synergy scores: CSS=-1.79, Synergy_ZIP=2.09, Synergy_Bliss=1.74, Synergy_Loewe=-3.09, Synergy_HSA=-2.79.